This data is from Forward reaction prediction with 1.9M reactions from USPTO patents (1976-2016). The task is: Predict the product of the given reaction. Given the reactants [C:1](OC(OCCCC)=O)(OCCCC)=[O:2].[CH:16]([NH:19][CH2:20][CH2:21][OH:22])([CH3:18])[CH3:17].C(O)(=O)[CH2:24][C:25]([CH2:30]C(O)=O)([C:27](O)=O)[OH:26], predict the reaction product. The product is: [C:25]([O:26][C:1]([N:19]([CH2:20][CH2:21][OH:22])[CH:16]([CH3:18])[CH3:17])=[O:2])([CH3:24])([CH3:27])[CH3:30].